From a dataset of Catalyst prediction with 721,799 reactions and 888 catalyst types from USPTO. Predict which catalyst facilitates the given reaction. (1) Reactant: C([O:4][C:5](=[O:38])[CH2:6][CH2:7][CH2:8][CH2:9][CH2:10][O:11][C:12]1[CH:17]=[CH:16][C:15]([CH:18]2[O:22][CH:21]3[CH:23]([CH2:36][OH:37])[O:24][CH:25]([N:26]4[CH:34]=[N:33][C:32]5[C:27]4=[N:28][CH:29]=[N:30][C:31]=5[Cl:35])[CH:20]3[O:19]2)=[CH:14][CH:13]=1)C=C.CC1(C)CC(=O)CC(=O)C1. Product: [Cl:35][C:31]1[N:30]=[CH:29][N:28]=[C:27]2[C:32]=1[N:33]=[CH:34][N:26]2[CH:25]1[CH:20]2[CH:21]([O:22][CH:18]([C:15]3[CH:14]=[CH:13][C:12]([O:11][CH2:10][CH2:9][CH2:8][CH2:7][CH2:6][C:5]([OH:38])=[O:4])=[CH:17][CH:16]=3)[O:19]2)[CH:23]([CH2:36][OH:37])[O:24]1. The catalyst class is: 532. (2) The catalyst class is: 95. Reactant: C(Cl)(=O)C1C=CC=CC=1.[S-:10][C:11]#[N:12].[NH4+].[F:14][C:15]1[CH:16]=[C:17]([CH:19]=[C:20]([F:22])[CH:21]=1)[NH2:18].[OH-].[Na+].Cl.[OH-].[NH4+]. Product: [F:14][C:15]1[CH:16]=[C:17]([NH:18][C:11]([NH2:12])=[S:10])[CH:19]=[C:20]([F:22])[CH:21]=1. (3) Reactant: [C:1]([O:5][C:6]([NH:8][C@@H:9]([CH2:13][CH3:14])[C:10]([OH:12])=O)=[O:7])([CH3:4])([CH3:3])[CH3:2].O.O[N:17]1[C:21]2C=CC=[CH:25][C:20]=2N=N1.Cl.CN(C)CCCN=C=NCC.C(N(CC)CC)C.C(N)C=C. Product: [CH2:21]([NH:17][C:10](=[O:12])[C@@H:9]([NH:8][C:6](=[O:7])[O:5][C:1]([CH3:2])([CH3:3])[CH3:4])[CH2:13][CH3:14])[CH:20]=[CH2:25]. The catalyst class is: 4.